From a dataset of Forward reaction prediction with 1.9M reactions from USPTO patents (1976-2016). Predict the product of the given reaction. Given the reactants [CH2:1]([N:3]([CH2:37][CH3:38])[C:4]([C:6]1[CH:15]=[CH:14][C:13]2[C:8](=[CH:9][CH:10]=[CH:11][C:12]=2[N:16]=[CH:17][C:18]([OH:36])([C:32]([F:35])([F:34])[F:33])[CH2:19][C:20]([C:23]2[CH:28]=[C:27]([F:29])[CH:26]=[CH:25][C:24]=2[O:30][CH3:31])([CH3:22])[CH3:21])[N:7]=1)=[O:5])[CH3:2].[BH4-].[Na+].[Cl-].C(OCC)(=O)C, predict the reaction product. The product is: [CH2:37]([N:3]([CH2:1][CH3:2])[C:4]([C:6]1[CH:15]=[CH:14][C:13]2[C:8](=[CH:9][CH:10]=[CH:11][C:12]=2[NH:16][CH2:17][C:18]([OH:36])([C:32]([F:34])([F:33])[F:35])[CH2:19][C:20]([C:23]2[CH:28]=[C:27]([F:29])[CH:26]=[CH:25][C:24]=2[O:30][CH3:31])([CH3:21])[CH3:22])[N:7]=1)=[O:5])[CH3:38].